Dataset: Cav3 T-type calcium channel HTS with 100,875 compounds. Task: Binary Classification. Given a drug SMILES string, predict its activity (active/inactive) in a high-throughput screening assay against a specified biological target. (1) The drug is O=C(N1CCN(CC1)c1c(NC(=O)Cc2ccccc2)cccc1)CC. The result is 1 (active). (2) The molecule is S(=O)(=O)(N(CC(=O)NCCc1cc(OCC)c(OCC)cc1)C)c1cc2CCC(=O)Nc2cc1. The result is 0 (inactive). (3) The compound is S(c1n(c(nn1)COc1ccccc1)C)CC(=O)NNC(=O)c1ccc(OC)cc1. The result is 0 (inactive). (4) The compound is O1C2(OCCCC2)C(O)C(O)CC1CCO. The result is 0 (inactive). (5) The compound is O1C(=O)C(/N=C1c1ccccc1)=C/N1CCCCC1. The result is 0 (inactive). (6) The molecule is S1(=O)(=O)N(CC(=O)N2CC(OC(C2)C)C)C(=O)c2c1cccc2. The result is 0 (inactive). (7) The compound is o1c(c2nc3n(n2)cnc2n(ncc32)c2ccccc2)ccc1. The result is 0 (inactive). (8) The compound is S(=O)(=O)(NC(C)(C)C)CC12C(C(CC1)CC2=O)(C)C. The result is 0 (inactive). (9) The compound is Brc1ccc(CS\C(=N\C(C)C)NC#N)cc1. The result is 0 (inactive).